Dataset: Reaction yield outcomes from USPTO patents with 853,638 reactions. Task: Predict the reaction yield, written as a fraction of the theoretical maximum amount of product (1.0 means a 100% yield; for example, 0.34 means a 34% yield). (1) The reactants are [C:1]1([S:11]([C:14]2[C:22]3[C:17](=[CH:18][CH:19]=[C:20]([O:23][CH:24]4[CH2:28][CH2:27][NH:26][CH2:25]4)[CH:21]=3)[NH:16][N:15]=2)(=[O:13])=[O:12])[C:10]2[C:5](=[CH:6][CH:7]=[CH:8][CH:9]=2)[CH:4]=[CH:3][CH:2]=1.[CH3:29][C:30]([CH3:32])=O.C(O)(=O)C.C(O[BH-](OC(=O)C)OC(=O)C)(=O)C.[Na+]. The catalyst is ClCCCl.C(Cl)(Cl)Cl. The product is [CH:30]([N:26]1[CH2:27][CH2:28][CH:24]([O:23][C:20]2[CH:21]=[C:22]3[C:17](=[CH:18][CH:19]=2)[NH:16][N:15]=[C:14]3[S:11]([C:1]2[C:10]3[C:5](=[CH:6][CH:7]=[CH:8][CH:9]=3)[CH:4]=[CH:3][CH:2]=2)(=[O:12])=[O:13])[CH2:25]1)([CH3:32])[CH3:29]. The yield is 0.686. (2) The reactants are CC(C)([O-])C.[Na+].[CH2:7]1[C:11]2([CH2:16][CH2:15][NH:14][CH2:13][CH2:12]2)[CH2:10][CH2:9][N:8]1[C:17]([O:19][C:20]([CH3:23])([CH3:22])[CH3:21])=[O:18].Cl[C:25]1[CH:30]=[CH:29][C:28]([O:31][CH3:32])=[CH:27][CH:26]=1.C1C=CC(P(C2C(C3C(P(C4C=CC=CC=4)C4C=CC=CC=4)=CC=C4C=3C=CC=C4)=C3C(C=CC=C3)=CC=2)C2C=CC=CC=2)=CC=1. The catalyst is C1(C)C=CC=CC=1.CC([O-])=O.CC([O-])=O.[Pd+2]. The product is [CH3:32][O:31][C:28]1[CH:29]=[CH:30][C:25]([N:14]2[CH2:13][CH2:12][C:11]3([CH2:7][N:8]([C:17]([O:19][C:20]([CH3:23])([CH3:22])[CH3:21])=[O:18])[CH2:9][CH2:10]3)[CH2:16][CH2:15]2)=[CH:26][CH:27]=1. The yield is 0.350. (3) The reactants are CON(C)[C:4]([C:6]1[CH:24]=[CH:23][C:9]2[S:10][C:11]3[CH:22]=[CH:21][CH:20]=[CH:19][C:12]=3[C:13]([CH2:15][CH2:16][CH2:17][CH3:18])=[N:14][C:8]=2[CH:7]=1)=[O:5].[CH:26]1([Mg]Cl)[CH2:31][CH2:30][CH2:29][CH2:28][CH2:27]1. The catalyst is C1COCC1.CCOCC. The product is [CH2:15]([C:13]1[C:12]2[CH:19]=[CH:20][CH:21]=[CH:22][C:11]=2[S:10][C:9]2[CH:23]=[CH:24][C:6]([C:4]([CH:26]3[CH2:31][CH2:30][CH2:29][CH2:28][CH2:27]3)=[O:5])=[CH:7][C:8]=2[N:14]=1)[CH2:16][CH2:17][CH3:18]. The yield is 0.170. (4) The reactants are [OH-].[Na+].C([O:6][C:7]1[CH:30]=[CH:29][C:28]([Br:31])=[CH:27][C:8]=1[C:9]([NH:11][C:12]1[S:13][C:14]([N:21]2[CH2:26][CH2:25][CH2:24][CH2:23][CH2:22]2)=[C:15]([C:17]([CH3:20])([CH3:19])[CH3:18])[N:16]=1)=[O:10])(=O)C.Cl. The catalyst is C(O)C. The product is [Br:31][C:28]1[CH:29]=[CH:30][C:7]([OH:6])=[C:8]([CH:27]=1)[C:9]([NH:11][C:12]1[S:13][C:14]([N:21]2[CH2:22][CH2:23][CH2:24][CH2:25][CH2:26]2)=[C:15]([C:17]([CH3:19])([CH3:20])[CH3:18])[N:16]=1)=[O:10]. The yield is 0.363. (5) The reactants are C[O:2][C:3]([C@@H:5]1[CH2:10][CH2:9][CH2:8][CH2:7][N:6]1[C:11]1[C:20]([N+:21]([O-])=O)=[CH:19][C:14]([C:15]([O:17][CH3:18])=[O:16])=[CH:13][N:12]=1)=O.P(OC1C=CC=CC=1)(OC1C=CC=CC=1)OC1C=CC=CC=1.[H][H]. The catalyst is ClCCl.N.O[V](=O)=O.[Pt]. The product is [O:2]=[C:3]1[NH:21][C:20]2[CH:19]=[C:14]([C:15]([O:17][CH3:18])=[O:16])[CH:13]=[N:12][C:11]=2[N:6]2[CH2:7][CH2:8][CH2:9][CH2:10][C@@H:5]12. The yield is 0.890. (6) The reactants are [CH3:1][S:2](Cl)(=[O:4])=[O:3].[NH2:6][C:7]1[CH:16]=[CH:15][CH:14]=[C:13]2[C:8]=1[CH:9]=[CH:10][N:11]=[CH:12]2.C(O)(=O)CC(CC(O)=O)(C(O)=O)O. The catalyst is N1C=CC=CC=1. The product is [CH3:1][S:2]([NH:6][C:7]1[CH:16]=[CH:15][CH:14]=[C:13]2[C:8]=1[CH:9]=[CH:10][N:11]=[CH:12]2)(=[O:4])=[O:3]. The yield is 0.460. (7) The reactants are [C:1](O[K])(C)(C)C.[CH3:7][O:8][C:9]1[CH:10]=[N:11][C:12]2[CH:13]=[CH:14][CH:15]=[C:16]([CH:19]=O)[C:17]=2[N:18]=1. The catalyst is [Br-].C[P+](C1C=CC=CC=1)(C1C=CC=CC=1)C1C=CC=CC=1.C1COCC1.CCOCC. The product is [CH3:7][O:8][C:9]1[CH:10]=[N:11][C:12]2[C:17](=[C:16]([CH:19]=[CH2:1])[CH:15]=[CH:14][CH:13]=2)[N:18]=1. The yield is 0.880. (8) The yield is 0.420. The reactants are [C:1]([C:4]1[C:22](=[O:23])[C@@:8]2([CH3:24])[C:9]3[C:15]([OH:16])=[CH:14][C:13]([O:17][CH3:18])=[C:12]([C:19]([NH2:21])=[O:20])[C:10]=3[O:11][C:7]2=[CH:6][C:5]=1[OH:25])(=[O:3])[CH3:2].[CH2:26]([C:30]1[CH:31]=[C:32](C=O)[C:33]2[C:38]([CH:39]=1)=[CH:37][CH:36]=[CH:35][CH:34]=2)[CH2:27][CH2:28][CH3:29].[CH2:42]([SiH](CC)CC)C.FC(F)(F)C(O)=O. The product is [C:1]([C:4]1[C:22](=[O:23])[C@@:8]2([CH3:24])[C:9]3[C:15]([OH:16])=[CH:14][C:13]([O:17][CH3:18])=[C:12]([C:19]([NH:21][CH2:42][C:39]4[C:38]5[C:33](=[CH:34][CH:35]=[CH:36][CH:37]=5)[CH:32]=[CH:31][C:30]=4[CH2:26][CH2:27][CH2:28][CH3:29])=[O:20])[C:10]=3[O:11][C:7]2=[CH:6][C:5]=1[OH:25])(=[O:3])[CH3:2]. The catalyst is C(#N)C. (9) The reactants are [CH3:1][N:2]1[CH2:6][CH2:5][C@:4]([NH:10][C:11](=[O:17])[O:12][C:13]([CH3:16])([CH3:15])[CH3:14])([CH2:7][C:8]#[CH:9])[C:3]1=[O:18].I[C:20]1[N:25]=[C:24]([CH3:26])[CH:23]=[C:22]([C:27]2[CH:32]=[CH:31][C:30]([C:33]([F:36])([F:35])[F:34])=[CH:29][CH:28]=2)[N:21]=1.N(CC)CC. The catalyst is C1COCC1.[Cu](I)I. The product is [CH3:1][N:2]1[CH2:6][CH2:5][C@:4]([NH:10][C:11](=[O:17])[O:12][C:13]([CH3:15])([CH3:14])[CH3:16])([CH2:7][C:8]#[C:9][C:20]2[N:25]=[C:24]([CH3:26])[CH:23]=[C:22]([C:27]3[CH:28]=[CH:29][C:30]([C:33]([F:36])([F:34])[F:35])=[CH:31][CH:32]=3)[N:21]=2)[C:3]1=[O:18]. The yield is 0.830. (10) The reactants are [Cl:1][C:2]1[CH:3]=[C:4]([CH:7]=[CH:8][C:9]=1[O:10][CH2:11][CH2:12][CH2:13][CH:14]([CH3:16])[CH3:15])[CH:5]=O.[C:17]([NH:20][NH2:21])([NH2:19])=[NH:18].Cl. The catalyst is C(Cl)Cl. The product is [ClH:1].[Cl:1][C:2]1[CH:3]=[C:4]([CH:7]=[CH:8][C:9]=1[O:10][CH2:11][CH2:12][CH2:13][CH:14]([CH3:16])[CH3:15])[CH:5]=[N:21][NH:20][C:17]([NH2:19])=[NH:18]. The yield is 0.580.